From a dataset of Catalyst prediction with 721,799 reactions and 888 catalyst types from USPTO. Predict which catalyst facilitates the given reaction. Reactant: Cl[C:2]1[N:3]=[C:4]([NH:11][C:12]2[CH:17]=[CH:16][C:15]([O:18][CH3:19])=[C:14]([O:20][CH3:21])[CH:13]=2)[C:5]2[N:10]=[CH:9][S:8][C:6]=2[N:7]=1.[O:22]=[C:23]1[CH:28]=[C:27]([CH2:29][CH2:30][NH:31][C:32](=[O:48])[C:33]2[CH:38]=[CH:37][C:36](B3OC(C)(C)C(C)(C)O3)=[CH:35][CH:34]=2)[CH:26]=[CH:25][NH:24]1.C([O-])([O-])=O.[Na+].[Na+]. Product: [CH3:21][O:20][C:14]1[CH:13]=[C:12]([NH:11][C:4]2[C:5]3[N:10]=[CH:9][S:8][C:6]=3[N:7]=[C:2]([C:36]3[CH:37]=[CH:38][C:33]([C:32]([NH:31][CH2:30][CH2:29][C:27]4[CH:26]=[CH:25][NH:24][C:23](=[O:22])[CH:28]=4)=[O:48])=[CH:34][CH:35]=3)[N:3]=2)[CH:17]=[CH:16][C:15]=1[O:18][CH3:19]. The catalyst class is: 70.